Predict the reaction yield, written as a fraction of the theoretical maximum amount of product (1.0 means a 100% yield; for example, 0.34 means a 34% yield). From a dataset of Reaction yield outcomes from USPTO patents with 853,638 reactions. The reactants are Cl[C:2]1[C:3]2[CH:17]=[CH:16][CH:15]=[N:14][C:4]=2[N:5]=[C:6]([C:8]2[CH:13]=[CH:12][CH:11]=[CH:10][CH:9]=2)[N:7]=1.[NH2:18][C:19]1[CH:23]=[C:22]([CH3:24])[NH:21][N:20]=1. The catalyst is C1COCC1. The product is [CH3:24][C:22]1[CH:23]=[C:19]([NH:18][C:2]2[C:3]3[CH:17]=[CH:16][CH:15]=[N:14][C:4]=3[N:5]=[C:6]([C:8]3[CH:13]=[CH:12][CH:11]=[CH:10][CH:9]=3)[N:7]=2)[NH:20][N:21]=1. The yield is 0.500.